From a dataset of Forward reaction prediction with 1.9M reactions from USPTO patents (1976-2016). Predict the product of the given reaction. (1) Given the reactants [CH3:1][C:2]1[O:6][N:5]=[C:4]([C:7]([O:9]CC)=O)[CH:3]=1.O.[OH-].[Li+].Cl.S(Cl)([Cl:18])=O, predict the reaction product. The product is: [CH3:1][C:2]1[O:6][N:5]=[C:4]([C:7]([Cl:18])=[O:9])[CH:3]=1. (2) Given the reactants C([Si](C)(C)[O:6][C@@H:7]1[C:30]2=[CH:31][CH:32]=[C:27]([CH:28]=[CH:29]2)[CH:26]=[CH:25][CH2:24][CH2:23][O:22][C:21](=[O:33])[C@H:20]2[NH:34][N:16]([CH2:17][CH2:18][CH2:19]2)[C:15](=[O:35])[C@H:14]([CH2:36][C:37]2[CH:42]=[CH:41][CH:40]=[C:39]([O:43][Si](C(C)(C)C)(C)C)[CH:38]=2)[NH:13][C:12](=[O:51])[C@H:11]([CH:52]([CH3:54])[CH3:53])[NH:10][C:9](=[O:55])[C@@H:8]1[CH3:56])(C)(C)C.[F-].C([N+](CCCC)(CCCC)CCCC)CCC.C(=O)(O)[O-].[Na+], predict the reaction product. The product is: [OH:6][C@@H:7]1[C:30]2=[CH:29][CH:28]=[C:27]([CH:32]=[CH:31]2)[CH:26]=[CH:25][CH2:24][CH2:23][O:22][C:21](=[O:33])[C@H:20]2[NH:34][N:16]([CH2:17][CH2:18][CH2:19]2)[C:15](=[O:35])[C@H:14]([CH2:36][C:37]2[CH:42]=[CH:41][CH:40]=[C:39]([OH:43])[CH:38]=2)[NH:13][C:12](=[O:51])[C@H:11]([CH:52]([CH3:53])[CH3:54])[NH:10][C:9](=[O:55])[C@@H:8]1[CH3:56].